From a dataset of Forward reaction prediction with 1.9M reactions from USPTO patents (1976-2016). Predict the product of the given reaction. The product is: [CH:1]1([C:4]2[N:8]=[C:7]([C:9]([C@@H:10]([NH:13][C:14]([C@@H:16]([NH:22][C:23]([N:25]3[CH2:31][CH2:30][CH2:29][O:28][CH2:27][CH2:26]3)=[O:24])[CH2:17][C:18]([F:21])([F:20])[CH3:19])=[O:15])[CH2:11][CH3:12])=[O:32])[O:6][N:5]=2)[CH2:2][CH2:3]1. Given the reactants [CH:1]1([C:4]2[N:8]=[C:7]([CH:9]([OH:32])[C@@H:10]([NH:13][C:14]([C@@H:16]([NH:22][C:23]([N:25]3[CH2:31][CH2:30][CH2:29][O:28][CH2:27][CH2:26]3)=[O:24])[CH2:17][C:18]([F:21])([F:20])[CH3:19])=[O:15])[CH2:11][CH3:12])[O:6][N:5]=2)[CH2:3][CH2:2]1.CC(OI1(OC(C)=O)(OC(C)=O)OC(=O)C2C=CC=CC1=2)=O, predict the reaction product.